Dataset: Catalyst prediction with 721,799 reactions and 888 catalyst types from USPTO. Task: Predict which catalyst facilitates the given reaction. (1) Reactant: [CH3:1][C:2]1[C:9]([CH3:10])=[C:8]([OH:11])[CH:7]=[CH:6][C:3]=1[CH:4]=[O:5].C1C=CC(N([S:19]([C:22]([F:25])([F:24])[F:23])(=[O:21])=[O:20])[S:19]([C:22]([F:25])([F:24])[F:23])(=[O:21])=[O:20])=CC=1.CCN(C(C)C)C(C)C. Product: [CH3:1][C:2]1[C:9]([CH3:10])=[C:8]([O:11][S:19]([C:22]([F:25])([F:24])[F:23])(=[O:21])=[O:20])[CH:7]=[CH:6][C:3]=1[CH:4]=[O:5]. The catalyst class is: 2. (2) Reactant: [Si]([O:8][CH2:9][C:10]1[CH:15]=[C:14](Cl)[CH:13]=[CH:12][N:11]=1)(C(C)(C)C)(C)C.[I-:17].[Na+].[C:19](Cl)(=[O:21])[CH3:20].C([O-])([O-])=O.[K+].[K+]. Product: [I:17][C:14]1[CH:13]=[CH:12][N:11]=[C:10]([CH3:9])[CH:15]=1.[I:17][C:14]1[CH:13]=[CH:12][N:11]=[C:10]([CH2:9][O:8][C:19](=[O:21])[CH3:20])[CH:15]=1. The catalyst class is: 10. (3) Reactant: [NH2:1][C:2]1[CH:10]=[C:9]([CH3:11])[C:8]([N+:12]([O-:14])=[O:13])=[CH:7][C:3]=1[C:4]([OH:6])=[O:5].S(=O)(=O)(O)O.[C:20](=O)(O)[O-].[Na+]. Product: [NH2:1][C:2]1[CH:10]=[C:9]([CH3:11])[C:8]([N+:12]([O-:14])=[O:13])=[CH:7][C:3]=1[C:4]([O:6][CH3:20])=[O:5]. The catalyst class is: 5.